This data is from Full USPTO retrosynthesis dataset with 1.9M reactions from patents (1976-2016). The task is: Predict the reactants needed to synthesize the given product. The reactants are: [Cl:1][C:2]1[C:7]([C:8]2[CH:13]=[CH:12][CH:11]=[C:10]([CH2:14][CH3:15])[CH:9]=2)=[C:6]([C:16]([C@@H:26]2[CH2:31][CH2:30][CH2:29][N:28]([C:32]([C:34]3[CH:39]=[CH:38][C:37]([CH2:40][N:41]([C:43]([O:45][C:46]([CH3:49])([CH3:48])[CH3:47])=[O:44])[CH3:42])=[CH:36][C:35]=3[CH2:50][CH2:51][C:52]#[N:53])=[O:33])[CH2:27]2)([OH:25])[CH2:17][CH2:18][CH2:19][NH:20][C:21](=[O:24])[O:22][CH3:23])[CH:5]=[CH:4][CH:3]=1.OO.C(=O)([O-])[O-:57].[K+].[K+]. Given the product [NH2:53][C:52](=[O:57])[CH2:51][CH2:50][C:35]1[CH:36]=[C:37]([CH2:40][N:41]([CH3:42])[C:43](=[O:44])[O:45][C:46]([CH3:47])([CH3:48])[CH3:49])[CH:38]=[CH:39][C:34]=1[C:32]([N:28]1[CH2:29][CH2:30][CH2:31][C@@H:26]([C:16]([C:6]2[CH:5]=[CH:4][CH:3]=[C:2]([Cl:1])[C:7]=2[C:8]2[CH:13]=[CH:12][CH:11]=[C:10]([CH2:14][CH3:15])[CH:9]=2)([OH:25])[CH2:17][CH2:18][CH2:19][NH:20][C:21]([O:22][CH3:23])=[O:24])[CH2:27]1)=[O:33], predict the reactants needed to synthesize it.